Dataset: Catalyst prediction with 721,799 reactions and 888 catalyst types from USPTO. Task: Predict which catalyst facilitates the given reaction. (1) Product: [F:11][C:12]1[CH:19]=[CH:18][C:15]([CH2:16][NH:17][C:8]([C:4]2[S:3][C:2]([Br:1])=[N:6][C:5]=2[CH3:7])=[O:10])=[CH:14][CH:13]=1. The catalyst class is: 2. Reactant: [Br:1][C:2]1[S:3][C:4]([C:8]([OH:10])=O)=[C:5]([CH3:7])[N:6]=1.[F:11][C:12]1[CH:19]=[CH:18][C:15]([CH2:16][NH2:17])=[CH:14][CH:13]=1.F[P-](F)(F)(F)(F)F.N1(O[P+](N(C)C)(N(C)C)N(C)C)C2C=CC=CC=2N=N1.C(N(CC)C(C)C)(C)C. (2) Reactant: Cl[CH2:2][C:3]([NH:5][C:6]12[CH2:15][CH:10]3[CH2:11][CH:12]([CH2:14][C:8]([C:16]4[CH:21]=[CH:20][CH:19]=[CH:18][CH:17]=4)([CH2:9]3)[CH2:7]1)[CH2:13]2)=[O:4].[NH:22]1[CH2:27][CH2:26][CH:25]([C:28]([NH2:30])=[O:29])[CH2:24][CH2:23]1.C([O-])([O-])=O.[K+].[K+].C(O)(C(F)(F)F)=O. Product: [O:4]=[C:3]([NH:5][C:6]12[CH2:15][C@@H:10]3[CH2:11][C@@H:12]([CH2:14][C:8]([C:16]4[CH:21]=[CH:20][CH:19]=[CH:18][CH:17]=4)([CH2:9]3)[CH2:7]1)[CH2:13]2)[CH2:2][N:22]1[CH2:27][CH2:26][CH:25]([C:28]([NH2:30])=[O:29])[CH2:24][CH2:23]1. The catalyst class is: 16.